This data is from Full USPTO retrosynthesis dataset with 1.9M reactions from patents (1976-2016). The task is: Predict the reactants needed to synthesize the given product. (1) Given the product [CH3:28][N:25]1[CH2:24][CH2:23][CH:22]([O:21][CH:20]([C:16]2[CH:17]=[CH:18][CH:19]=[C:14]([C:11]3[CH2:12][CH2:13][NH:8][CH2:9][CH:10]=3)[CH:15]=2)[C:29]2[NH:30][C:31]3[CH:37]=[CH:36][CH:35]=[CH:34][C:32]=3[N:33]=2)[CH2:27][CH2:26]1, predict the reactants needed to synthesize it. The reactants are: C(OC([N:8]1[CH2:13][CH:12]=[C:11]([C:14]2[CH:19]=[CH:18][CH:17]=[C:16]([CH:20]([C:29]3[NH:33][C:32]4[CH:34]=[CH:35][CH:36]=[CH:37][C:31]=4[N:30]=3)[O:21][CH:22]3[CH2:27][CH2:26][N:25]([CH3:28])[CH2:24][CH2:23]3)[CH:15]=2)[CH2:10][CH2:9]1)=O)(C)(C)C.FC(F)(F)C(O)=O. (2) The reactants are: [CH3:1][O:2][C:3]1[CH:12]=[C:11]2[C:6]([C:7](O)=[CH:8][N:9]=[N:10]2)=[CH:5][CH:4]=1.O=P(Cl)(Cl)[Cl:16]. Given the product [Cl:16][C:7]1[C:6]2[C:11](=[CH:12][C:3]([O:2][CH3:1])=[CH:4][CH:5]=2)[N:10]=[N:9][CH:8]=1, predict the reactants needed to synthesize it. (3) The reactants are: [CH2:1]([O:8][C:9]1[N:14]=[N:13][C:12]([C:15]#[C:16][C:17]2[CH:22]=[CH:21][C:20]([CH2:23][OH:24])=[CH:19][CH:18]=2)=[CH:11][CH:10]=1)[C:2]1[CH:7]=[CH:6][CH:5]=[CH:4][CH:3]=1.[CH3:25][S:26](Cl)(=[O:28])=[O:27]. Given the product [CH2:1]([O:8][C:9]1[N:14]=[N:13][C:12]([C:15]#[C:16][C:17]2[CH:22]=[CH:21][C:20]([CH2:23][O:24][S:26]([CH3:25])(=[O:28])=[O:27])=[CH:19][CH:18]=2)=[CH:11][CH:10]=1)[C:2]1[CH:3]=[CH:4][CH:5]=[CH:6][CH:7]=1, predict the reactants needed to synthesize it. (4) The reactants are: [CH:1]([C:4]1[CH:11]=[CH:10][C:7]([CH:8]=O)=[CH:6][CH:5]=1)([CH3:3])[CH3:2].[NH2:12][C:13]1[N:14]=[N:15][C:16]([CH3:19])=[CH:17][CH:18]=1.C([O:22][C:23](=O)[C:24]([OH:35])=[CH:25][C:26](=[O:34])[C:27]1[CH:28]=[C:29]([CH3:33])[CH:30]=[CH:31][CH:32]=1)C. Given the product [OH:35][C:24]1[C:23](=[O:22])[N:12]([C:13]2[N:14]=[N:15][C:16]([CH3:19])=[CH:17][CH:18]=2)[CH:8]([C:7]2[CH:10]=[CH:11][C:4]([CH:1]([CH3:3])[CH3:2])=[CH:5][CH:6]=2)[C:25]=1[C:26](=[O:34])[C:27]1[CH:32]=[CH:31][CH:30]=[C:29]([CH3:33])[CH:28]=1, predict the reactants needed to synthesize it.